From a dataset of Full USPTO retrosynthesis dataset with 1.9M reactions from patents (1976-2016). Predict the reactants needed to synthesize the given product. (1) Given the product [NH2:26][C:27]1[CH:28]=[C:29]([CH:33]([OH:37])[CH2:34][N:35]([CH2:20][C:18]2[S:19][C:12]3[C:11](=[O:23])[C:10]([C:8]([NH:7][CH2:6][C:5]4[CH:4]=[CH:3][C:2]([Cl:1])=[CH:25][CH:24]=4)=[O:9])=[CH:15][N:14]([CH3:16])[C:13]=3[C:17]=2[CH3:22])[CH3:36])[CH:30]=[CH:31][CH:32]=1, predict the reactants needed to synthesize it. The reactants are: [Cl:1][C:2]1[CH:25]=[CH:24][C:5]([CH2:6][NH:7][C:8]([C:10]2[C:11](=[O:23])[C:12]3[S:19][C:18]([CH2:20]Cl)=[C:17]([CH3:22])[C:13]=3[N:14]([CH3:16])[CH:15]=2)=[O:9])=[CH:4][CH:3]=1.[NH2:26][C:27]1[CH:28]=[C:29]([CH:33]([OH:37])[CH2:34][NH:35][CH3:36])[CH:30]=[CH:31][CH:32]=1.C(N(C(C)C)CC)(C)C. (2) Given the product [CH3:16][O:10][C:9](=[O:11])[C:8]1[CH:12]=[CH:13][C:14]([Cl:15])=[C:6]([NH2:5])[CH:7]=1, predict the reactants needed to synthesize it. The reactants are: S(Cl)(Cl)=O.[NH2:5][C:6]1[CH:7]=[C:8]([CH:12]=[CH:13][C:14]=1[Cl:15])[C:9]([OH:11])=[O:10].[CH3:16]O. (3) Given the product [Cl:32][C:6]1[C:5]2[C:10](=[CH:11][C:12]([N:13]3[CH2:18][CH2:17][N:16]([CH3:19])[CH2:15][CH2:14]3)=[C:3]([O:2][CH3:1])[CH:4]=2)[N:9]=[CH:8][C:7]=1[C:20]#[N:21], predict the reactants needed to synthesize it. The reactants are: [CH3:1][O:2][C:3]1[CH:4]=[C:5]2[C:10](=[CH:11][C:12]=1[N:13]1[CH2:18][CH2:17][N:16]([CH3:19])[CH2:15][CH2:14]1)[NH:9][CH:8]=[C:7]([C:20]#[N:21])[C:6]2=O.C1(C)C=CC=CC=1.P(Cl)(Cl)([Cl:32])=O. (4) Given the product [CH2:18]([CH:17]([C:16]1[C:11]2[N:12]([C:8]([C:4]3[S:3][C:2]([N:27]([CH2:28][CH2:29][CH3:30])[CH2:24][CH2:25][CH3:26])=[N:6][C:5]=3[CH3:7])=[C:9]([CH3:23])[N:10]=2)[N:13]=[C:14]([CH3:22])[CH:15]=1)[CH2:20][CH3:21])[CH3:19], predict the reactants needed to synthesize it. The reactants are: Br[C:2]1[S:3][C:4]([C:8]2[N:12]3[N:13]=[C:14]([CH3:22])[CH:15]=[C:16]([CH:17]([CH2:20][CH3:21])[CH2:18][CH3:19])[C:11]3=[N:10][C:9]=2[CH3:23])=[C:5]([CH3:7])[N:6]=1.[CH2:24]([NH:27][CH2:28][CH2:29][CH3:30])[CH2:25][CH3:26].C(=O)([O-])[O-].[Cs+].[Cs+]. (5) Given the product [CH2:1]1[C:6]2([CH2:9][CH2:8][CH2:7]2)[CH2:5][CH2:4][O:3][CH:2]1[OH:10], predict the reactants needed to synthesize it. The reactants are: [CH2:1]1[C:6]2([CH2:9][CH2:8][CH2:7]2)[CH2:5][CH2:4][O:3][C:2]1=[O:10].[H-].C([Al+]CC(C)C)C(C)C.O1CCCC1.[OH-].[Na+].S([O-])([O-])(=O)=O.[Mg+2]. (6) Given the product [CH3:34][O:33][C:23]1[C:22]2[N:21]([N:20]=[CH:19][C:18]=2[C:2]#[C:1][CH:3]2[CH2:4][N:5]([C:7]([O:9][CH2:10][C:11]3[CH:12]=[N:13][CH:14]=[CH:15][CH:16]=3)=[O:8])[CH2:6]2)[CH:26]=[C:25]([C:27]2[CH:28]=[N:29][N:30]([CH3:32])[CH:31]=2)[CH:24]=1, predict the reactants needed to synthesize it. The reactants are: [C:1]([CH:3]1[CH2:6][N:5]([C:7]([O:9][CH2:10][C:11]2[CH:12]=[N:13][CH:14]=[CH:15][CH:16]=2)=[O:8])[CH2:4]1)#[CH:2].I[C:18]1[CH:19]=[N:20][N:21]2[CH:26]=[C:25]([C:27]3[CH:28]=[N:29][N:30]([CH3:32])[CH:31]=3)[CH:24]=[C:23]([O:33][CH3:34])[C:22]=12.O1C=CC=C1P(C1OC=CC=1)C1OC=CC=1.C(NC(C)C)(C)C. (7) Given the product [C:13]([C:9]1([OH:10])[CH:4]([CH:1]([CH3:3])[CH3:2])[CH2:5][CH2:6][CH2:7][C:8]1([CH3:12])[CH3:11])#[CH:14], predict the reactants needed to synthesize it. The reactants are: [CH:1]([CH:4]1[C:9](=[O:10])[C:8]([CH3:12])([CH3:11])[CH2:7][CH2:6][CH2:5]1)([CH3:3])[CH3:2].[C:13]([Mg]Br)#[CH:14].